This data is from Catalyst prediction with 721,799 reactions and 888 catalyst types from USPTO. The task is: Predict which catalyst facilitates the given reaction. (1) Reactant: [Cl:1][C:2]1[CH:8]=[CH:7][C:5]([NH2:6])=[C:4]([I:9])[CH:3]=1.[CH:10]1[CH:15]=[CH:14][C:13]([CH:16](Br)[C:17]2[CH:22]=[CH:21][CH:20]=[CH:19][CH:18]=2)=[CH:12][CH:11]=1.CCN(C(C)C)C(C)C. Product: [CH:16]([NH:6][C:5]1[CH:7]=[CH:8][C:2]([Cl:1])=[CH:3][C:4]=1[I:9])([C:13]1[CH:14]=[CH:15][CH:10]=[CH:11][CH:12]=1)[C:17]1[CH:22]=[CH:21][CH:20]=[CH:19][CH:18]=1. The catalyst class is: 3. (2) Reactant: [CH:1]1([CH2:4][N:5]([CH2:16][CH2:17][CH3:18])[C:6]2[C:11]([CH:12]=O)=[CH:10][N:9]=[C:8]([S:14][CH3:15])[N:7]=2)[CH2:3][CH2:2]1.[F:19][C:20]([F:34])([F:33])[C:21]1[CH:22]=[C:23]([CH:26]=[C:27]([C:29]([F:32])([F:31])[F:30])[CH:28]=1)[CH2:24][NH2:25].C(O)(=O)C.C(=O)(O)[O-].[Na+]. Product: [F:19][C:20]([F:33])([F:34])[C:21]1[CH:22]=[C:23]([CH:26]=[C:27]([C:29]([F:32])([F:30])[F:31])[CH:28]=1)[CH2:24][NH:25][CH2:12][C:11]1[C:6]([N:5]([CH2:4][CH:1]2[CH2:3][CH2:2]2)[CH2:16][CH2:17][CH3:18])=[N:7][C:8]([S:14][CH3:15])=[N:9][CH:10]=1. The catalyst class is: 26.